From a dataset of Forward reaction prediction with 1.9M reactions from USPTO patents (1976-2016). Predict the product of the given reaction. Given the reactants [OH:1][CH2:2][CH2:3][CH2:4][C:5]([C:7]1[CH:8]=[C:9]([CH:12]=[CH:13][CH:14]=1)[C:10]#[N:11])=[CH2:6].[I:15]N1C(=O)CCC1=O, predict the reaction product. The product is: [I:15][CH2:6][C:5]1([C:7]2[CH:8]=[C:9]([CH:12]=[CH:13][CH:14]=2)[C:10]#[N:11])[CH2:4][CH2:3][CH2:2][O:1]1.